This data is from Reaction yield outcomes from USPTO patents with 853,638 reactions. The task is: Predict the reaction yield, written as a fraction of the theoretical maximum amount of product (1.0 means a 100% yield; for example, 0.34 means a 34% yield). (1) The reactants are [CH3:1][C:2]1[O:3][C:4]2[CH:10]=[CH:9][C:8]([OH:11])=[CH:7][C:5]=2[N:6]=1.C([Mg]Cl)(C)C.[CH:17]([N:30]1[C:38]2[C:33](=[CH:34][CH:35]=[CH:36][CH:37]=2)[C:32](=[O:39])[C:31]1=[O:40])([C:24]1[CH:29]=[CH:28][CH:27]=[CH:26][CH:25]=1)[C:18]1[CH:23]=[CH:22][CH:21]=[CH:20][CH:19]=1.ClCCl. The catalyst is O1CCCC1.[Cl-].[NH4+].C(OCC)(=O)C. The product is [C:24]1([CH:17]([C:18]2[CH:23]=[CH:22][CH:21]=[CH:20][CH:19]=2)[N:30]2[C:38]3[C:33](=[CH:34][CH:35]=[CH:36][CH:37]=3)[C:32]([OH:39])([C:9]3[C:8]([OH:11])=[CH:7][C:5]4[N:6]=[C:2]([CH3:1])[O:3][C:4]=4[CH:10]=3)[C:31]2=[O:40])[CH:25]=[CH:26][CH:27]=[CH:28][CH:29]=1. The yield is 0.100. (2) The reactants are [Cl-].O[NH3+:3].[C:4](=[O:7])([O-])[OH:5].[Na+].CS(C)=O.[CH2:13]([C:17]1[N:18]=[C:19]([CH3:46])[N:20]([CH2:39][C:40]2[S:41][C:42]([Cl:45])=[CH:43][CH:44]=2)[C:21](=[O:38])[C:22]=1[CH2:23][C:24]1[CH:29]=[CH:28][C:27]([C:30]2[C:31]([C:36]#[N:37])=[CH:32][CH:33]=[CH:34][CH:35]=2)=[CH:26][CH:25]=1)[CH2:14][CH2:15][CH3:16]. The catalyst is C(OCC)(=O)C. The product is [CH2:13]([C:17]1[N:18]=[C:19]([CH3:46])[N:20]([CH2:39][C:40]2[S:41][C:42]([Cl:45])=[CH:43][CH:44]=2)[C:21](=[O:38])[C:22]=1[CH2:23][C:24]1[CH:25]=[CH:26][C:27]([C:30]2[CH:35]=[CH:34][CH:33]=[CH:32][C:31]=2[C:36]2[NH:3][C:4](=[O:7])[O:5][N:37]=2)=[CH:28][CH:29]=1)[CH2:14][CH2:15][CH3:16]. The yield is 0.450.